From a dataset of Full USPTO retrosynthesis dataset with 1.9M reactions from patents (1976-2016). Predict the reactants needed to synthesize the given product. (1) Given the product [Br:14][C:5]1[C:6]([CH3:13])=[CH:7][C:8]([N+:10]([O-:12])=[O:11])=[CH:9][C:4]=1[C:3]([OH:15])=[O:2], predict the reactants needed to synthesize it. The reactants are: C[O:2][C:3](=[O:15])[C:4]1[CH:9]=[C:8]([N+:10]([O-:12])=[O:11])[CH:7]=[C:6]([CH3:13])[C:5]=1[Br:14].[OH-].[Na+]. (2) Given the product [CH3:23][N:22]([CH3:24])[C:18]1[CH:17]=[C:16]([C:14]([N:10]2[CH2:11][CH2:12][CH2:13][CH:8]([C:3]3[CH:4]=[CH:5][CH:6]=[CH:7][C:2]=3[CH3:26])[CH2:9]2)=[O:15])[CH:21]=[CH:20][N:19]=1, predict the reactants needed to synthesize it. The reactants are: F[C:2]1[CH:7]=[CH:6][CH:5]=[CH:4][C:3]=1[CH:8]1[CH2:13][CH2:12][CH2:11][N:10]([C:14]([C:16]2[CH:21]=[CH:20][N:19]=[C:18]([N:22]([CH3:24])[CH3:23])[CH:17]=2)=[O:15])[CH2:9]1.Cl.[CH3:26]C1C=CC=CC=1C1CCCNC1.CN(C)C1C=C(C=CN=1)C(O)=O. (3) Given the product [NH2:14][CH:8]1[CH2:9][CH2:10][N:11]([C:24](=[O:26])[CH3:25])[CH2:12][CH2:13]1, predict the reactants needed to synthesize it. The reactants are: C(OC([C:8]1([NH2:14])[CH2:13][CH2:12][NH:11][CH2:10][CH2:9]1)=O)(C)(C)C.CCN(C(C)C)C(C)C.[C:24](Cl)(=[O:26])[CH3:25].FC(F)(F)C(O)=O. (4) Given the product [ClH:22].[Br:20][C:17]1[CH:18]=[CH:19][C:14]([C@H:11]2[CH2:12][CH2:13][NH:8][CH2:9][C@@H:10]2[OH:21])=[CH:15][CH:16]=1, predict the reactants needed to synthesize it. The reactants are: C(OC([N:8]1[CH2:13][CH2:12][C@H:11]([C:14]2[CH:19]=[CH:18][C:17]([Br:20])=[CH:16][CH:15]=2)[C@@H:10]([OH:21])[CH2:9]1)=O)(C)(C)C.[ClH:22].C(OCC)C. (5) Given the product [C:3]1([CH3:21])[CH:4]=[CH:5][C:6]([S:9]([N:12]2[CH2:13][CH2:14][NH:15][CH2:16][CH2:17][N:18]([C:24]([C:25]3[CH:30]=[CH:29][CH:28]=[CH:27][CH:26]=3)([C:37]3[CH:38]=[CH:39][CH:40]=[CH:41][CH:42]=3)[C:31]3[CH:32]=[CH:33][CH:34]=[CH:35][CH:36]=3)[CH2:19][CH2:20]2)(=[O:10])=[O:11])=[CH:7][CH:8]=1, predict the reactants needed to synthesize it. The reactants are: Br.Br.[C:3]1([CH3:21])[CH:8]=[CH:7][C:6]([S:9]([N:12]2[CH2:20][CH2:19][NH:18][CH2:17][CH2:16][NH:15][CH2:14][CH2:13]2)(=[O:11])=[O:10])=[CH:5][CH:4]=1.[H-].[Na+].[C:24](Cl)([C:37]1[CH:42]=[CH:41][CH:40]=[CH:39][CH:38]=1)([C:31]1[CH:36]=[CH:35][CH:34]=[CH:33][CH:32]=1)[C:25]1[CH:30]=[CH:29][CH:28]=[CH:27][CH:26]=1.